Dataset: Reaction yield outcomes from USPTO patents with 853,638 reactions. Task: Predict the reaction yield, written as a fraction of the theoretical maximum amount of product (1.0 means a 100% yield; for example, 0.34 means a 34% yield). (1) The reactants are [C:1]1([CH:7]([CH3:11])[C:8]([OH:10])=O)[CH:6]=[CH:5][CH:4]=[CH:3][CH:2]=1.[NH2:12][C:13]1[CH:14]=[CH:15][C:16]2[O:20][C:19]([C:21]3[CH:26]=[CH:25][N:24]=[CH:23][CH:22]=3)=[N:18][C:17]=2[CH:27]=1. No catalyst specified. The product is [C:1]1([CH:7]([CH3:11])[C:8]([NH:12][C:13]2[CH:14]=[CH:15][C:16]3[O:20][C:19]([C:21]4[CH:22]=[CH:23][N:24]=[CH:25][CH:26]=4)=[N:18][C:17]=3[CH:27]=2)=[O:10])[CH:2]=[CH:3][CH:4]=[CH:5][CH:6]=1. The yield is 0.770. (2) The reactants are [CH3:1][O:2][CH2:3][C:4]([OH:6])=O.O.[Cl-].COC1N=C(OC)N=C([N+]2(C)CCOCC2)N=1.[Cl:26][C:27]1[CH:28]=[C:29]([NH:34][C:35]2[C:44]3[C:39](=[CH:40][C:41]([O:52][CH3:53])=[CH:42][C:43]=3[O:45][CH2:46][C@H:47]3[CH2:51][CH2:50][CH2:49][NH:48]3)[N:38]=[CH:37][N:36]=2)[CH:30]=[CH:31][C:32]=1[F:33]. The catalyst is C(Cl)Cl. The product is [Cl:26][C:27]1[CH:28]=[C:29]([NH:34][C:35]2[C:44]3[C:39](=[CH:40][C:41]([O:52][CH3:53])=[CH:42][C:43]=3[O:45][CH2:46][C@H:47]3[CH2:51][CH2:50][CH2:49][N:48]3[C:4](=[O:6])[CH2:3][O:2][CH3:1])[N:38]=[CH:37][N:36]=2)[CH:30]=[CH:31][C:32]=1[F:33]. The yield is 0.820. (3) The reactants are FC(F)(F)S(O[C:7]1[CH:8]2[CH2:15][CH:12]([CH2:13][CH:14]=1)[CH2:11][N:10]([C:16]([O:18][CH2:19][CH3:20])=[O:17])[CH2:9]2)(=O)=O.[N:23]1[CH:28]=[CH:27][CH:26]=[C:25](B(O)O)[CH:24]=1.[Cl-].[Li+]. The catalyst is C(COC)OC.C(=O)([O-])[O-].[Na+].[Na+]. The product is [N:23]1[CH:28]=[CH:27][CH:26]=[C:25]([C:7]2[CH:8]3[CH2:15][CH:12]([CH2:13][CH:14]=2)[CH2:11][N:10]([C:16]([O:18][CH2:19][CH3:20])=[O:17])[CH2:9]3)[CH:24]=1. The yield is 0.600. (4) The reactants are [Br:1][C:2]1[CH:7]=[CH:6][CH:5]=[CH:4][C:3]=1[NH:8][C:9]1[O:10][C:11]2[CH:17]=[C:16]([CH2:18][C:19]([O:21]CC)=[O:20])[CH:15]=[CH:14][C:12]=2[N:13]=1.[OH-].[Na+]. The catalyst is C1COCC1.CO. The product is [Br:1][C:2]1[CH:7]=[CH:6][CH:5]=[CH:4][C:3]=1[NH:8][C:9]1[O:10][C:11]2[CH:17]=[C:16]([CH2:18][C:19]([OH:21])=[O:20])[CH:15]=[CH:14][C:12]=2[N:13]=1. The yield is 0.930.